This data is from Reaction yield outcomes from USPTO patents with 853,638 reactions. The task is: Predict the reaction yield, written as a fraction of the theoretical maximum amount of product (1.0 means a 100% yield; for example, 0.34 means a 34% yield). (1) The reactants are I[C:2]1[N:3]=[C:4]([CH2:7][CH2:8][CH3:9])[NH:5][CH:6]=1.[C:10]1(B(O)O)[CH:15]=[CH:14][CH:13]=[CH:12][CH:11]=1.C(=O)([O-])[O-].[Na+].[Na+]. The catalyst is O1CCOCC1.O. The product is [C:10]1([C:2]2[N:3]=[C:4]([CH2:7][CH2:8][CH3:9])[NH:5][CH:6]=2)[CH:15]=[CH:14][CH:13]=[CH:12][CH:11]=1. The yield is 0.770. (2) The reactants are [F:1][C:2]([C:5]1[CH:9]=[C:8]([NH2:10])[N:7]([C:11]2[CH:12]=[N:13][CH:14]=[CH:15][CH:16]=2)[N:6]=1)([F:4])[CH3:3].Cl[C:18]([O:20][C:21]1[CH:26]=[CH:25][CH:24]=[CH:23][CH:22]=1)=[O:19]. No catalyst specified. The product is [F:4][C:2]([C:5]1[CH:9]=[C:8]([NH:10][C:18](=[O:19])[O:20][C:21]2[CH:26]=[CH:25][CH:24]=[CH:23][CH:22]=2)[N:7]([C:11]2[CH:12]=[N:13][CH:14]=[CH:15][CH:16]=2)[N:6]=1)([F:1])[CH3:3]. The yield is 0.300. (3) The reactants are [NH2:1][C@@H:2]([C@@H:6]([CH3:9])[CH2:7][CH3:8])[C:3]([OH:5])=[O:4].[OH-].[Na+].Cl[C:13]([O:15][CH3:16])=[O:14]. The catalyst is O1CCOCC1.CCOC(C)=O. The product is [CH3:16][O:15][C:13]([NH:1][C@@H:2]([C@@H:6]([CH3:9])[CH2:7][CH3:8])[C:3]([OH:5])=[O:4])=[O:14]. The yield is 0.970. (4) The reactants are [CH3:1][C:2]1[NH:3][C:4]([C:12]2[CH:17]=[CH:16][CH:15]=[CH:14][CH:13]=2)=[CH:5][C:6]=1[C:7]([O:9][CH2:10][CH3:11])=[O:8].[Cl:18]N1C(=O)CCC1=O.C(=O)([O-])O.[Na+]. The catalyst is CN(C)C=O. The product is [Cl:18][C:5]1[C:6]([C:7]([O:9][CH2:10][CH3:11])=[O:8])=[C:2]([CH3:1])[NH:3][C:4]=1[C:12]1[CH:17]=[CH:16][CH:15]=[CH:14][CH:13]=1. The yield is 0.440.